This data is from Forward reaction prediction with 1.9M reactions from USPTO patents (1976-2016). The task is: Predict the product of the given reaction. (1) Given the reactants [I:1][C:2]1[CH:21]=[CH:20][CH:19]=[CH:18][C:3]=1[CH2:4][S:5]([NH:8][C:9]1[N:10]=[CH:11][S:12][C:13]=1[C:14]([O:16][CH3:17])=[O:15])(=[O:7])=[O:6].C(N(CC)C(C)C)(C)C.FC(F)(F)S(O[CH2:37][CH:38]([F:40])[F:39])(=O)=O, predict the reaction product. The product is: [F:39][CH:38]([F:40])[CH2:37][N:8]([S:5]([CH2:4][C:3]1[CH:18]=[CH:19][CH:20]=[CH:21][C:2]=1[I:1])(=[O:7])=[O:6])[C:9]1[N:10]=[CH:11][S:12][C:13]=1[C:14]([O:16][CH3:17])=[O:15]. (2) Given the reactants [CH3:1][N:2]1[C:10]([CH3:12])([CH3:11])[C:9]2[C:4](=[C:5]([N+:13]([O-])=O)[CH:6]=[CH:7][CH:8]=2)[C:3]1=[O:16], predict the reaction product. The product is: [NH2:13][C:5]1[CH:6]=[CH:7][CH:8]=[C:9]2[C:4]=1[C:3](=[O:16])[N:2]([CH3:1])[C:10]2([CH3:12])[CH3:11].